This data is from Reaction yield outcomes from USPTO patents with 853,638 reactions. The task is: Predict the reaction yield, written as a fraction of the theoretical maximum amount of product (1.0 means a 100% yield; for example, 0.34 means a 34% yield). (1) The reactants are [CH2:1]([C:3]([C:28]1[CH:33]=[CH:32][C:31]([OH:34])=[C:30]([CH3:35])[CH:29]=1)([C:6]1[CH:11]=[CH:10][C:9]([C:12]#[C:13][C:14]([O:23][CH2:24][O:25][CH3:26])([C:19]([F:22])([F:21])[F:20])[C:15]([F:18])([F:17])[F:16])=[C:8]([CH3:27])[CH:7]=1)[CH2:4][CH3:5])[CH3:2].[O:36](S(C(F)(F)F)(=O)=O)[S:37]([C:40]([F:43])([F:42])[F:41])(=O)=[O:38].N1C=CC=CC=1.O. The catalyst is ClCCl. The product is [CH2:1]([C:3]([C:28]1[CH:33]=[CH:32][C:31]([O:34][S:37]([C:40]([F:43])([F:42])[F:41])(=[O:38])=[O:36])=[C:30]([CH3:35])[CH:29]=1)([C:6]1[CH:11]=[CH:10][C:9]([C:12]#[C:13][C:14]([O:23][CH2:24][O:25][CH3:26])([C:19]([F:20])([F:21])[F:22])[C:15]([F:18])([F:17])[F:16])=[C:8]([CH3:27])[CH:7]=1)[CH2:4][CH3:5])[CH3:2]. The yield is 0.810. (2) The reactants are [N+:1]([C:4]1[CH:27]=[CH:26][C:25]([N:28]2[CH2:33][CH2:32][CH2:31][CH2:30][CH2:29]2)=[CH:24][C:5]=1[C:6]([NH:8][C:9]1[S:10][C:11]([C:14]2[CH:19]=[CH:18][CH:17]=[C:16]([C:20]([F:23])([F:22])[F:21])[CH:15]=2)=[CH:12][N:13]=1)=[O:7])([O-])=O. The catalyst is CO.[Pd]. The product is [NH2:1][C:4]1[CH:27]=[CH:26][C:25]([N:28]2[CH2:33][CH2:32][CH2:31][CH2:30][CH2:29]2)=[CH:24][C:5]=1[C:6]([NH:8][C:9]1[S:10][C:11]([C:14]2[CH:19]=[CH:18][CH:17]=[C:16]([C:20]([F:22])([F:23])[F:21])[CH:15]=2)=[CH:12][N:13]=1)=[O:7]. The yield is 0.580. (3) The reactants are CO[C:3]1[CH2:4][CH:5]([C:9]2[CH:16]=[CH:15][C:12]([C:13]#[N:14])=[CH:11][CH:10]=2)[CH2:6][CH2:7][N:8]=1.[NH2:17][C:18]1[CH:19]=[C:20]([CH:25]=[CH:26][C:27]=1[CH3:28])[C:21]([NH:23][NH2:24])=O. The catalyst is ClC1C=CC=CC=1Cl. The product is [NH2:17][C:18]1[CH:19]=[C:20]([C:21]2[N:8]3[CH2:7][CH2:6][CH:5]([C:9]4[CH:16]=[CH:15][C:12]([C:13]#[N:14])=[CH:11][CH:10]=4)[CH2:4][C:3]3=[N:24][N:23]=2)[CH:25]=[CH:26][C:27]=1[CH3:28]. The yield is 0.310. (4) The reactants are [F:1][C:2]1[CH:3]=[C:4]([NH:28][C:29]([C:31]2[C:32](=[O:44])[N:33]([C:37]3[CH:42]=[CH:41][C:40]([F:43])=[CH:39][CH:38]=3)[N:34]=[CH:35][CH:36]=2)=[O:30])[CH:5]=[CH:6][C:7]=1[O:8][C:9]1[CH:14]=[CH:13][N:12]=[C:11]2[N:15]([CH2:19][C:20]3[CH:25]=[CH:24][C:23]([O:26][CH3:27])=[CH:22][CH:21]=3)[N:16]=[C:17](I)[C:10]=12.CC1(C)C(C)(C)OB([C:53]2[CH:54]=[N:55][N:56]([C:58]([O:60][C:61]([CH3:64])([CH3:63])[CH3:62])=[O:59])[CH:57]=2)O1.C1(P(C2CCCCC2)C2CCCCC2)CCCCC1.[F-].[Cs+]. The catalyst is CC([O-])=O.CC([O-])=O.[Pd+2].CC#N. The product is [F:1][C:2]1[CH:3]=[C:4]([NH:28][C:29]([C:31]2[C:32](=[O:44])[N:33]([C:37]3[CH:42]=[CH:41][C:40]([F:43])=[CH:39][CH:38]=3)[N:34]=[CH:35][CH:36]=2)=[O:30])[CH:5]=[CH:6][C:7]=1[O:8][C:9]1[CH:14]=[CH:13][N:12]=[C:11]2[N:15]([CH2:19][C:20]3[CH:25]=[CH:24][C:23]([O:26][CH3:27])=[CH:22][CH:21]=3)[N:16]=[C:17]([C:53]3[CH:54]=[N:55][N:56]([C:58]([O:60][C:61]([CH3:64])([CH3:63])[CH3:62])=[O:59])[CH:57]=3)[C:10]=12. The yield is 0.702. (5) The yield is 0.990. The catalyst is C(O)(C(F)(F)F)=O.C(Cl)Cl. The reactants are C([O:5][C:6](=[O:30])[CH2:7][O:8][C:9]1[CH:14]=[CH:13][C:12]([C:15]2[N:16]([CH2:28][CH3:29])[C:17]3[C:22]([C:23]=2[C:24]#[N:25])=[CH:21][CH:20]=[C:19]([O:26][CH3:27])[CH:18]=3)=[CH:11][CH:10]=1)(C)(C)C. The product is [C:24]([C:23]1[C:22]2[C:17](=[CH:18][C:19]([O:26][CH3:27])=[CH:20][CH:21]=2)[N:16]([CH2:28][CH3:29])[C:15]=1[C:12]1[CH:13]=[CH:14][C:9]([O:8][CH2:7][C:6]([OH:30])=[O:5])=[CH:10][CH:11]=1)#[N:25]. (6) The reactants are F.F.F.C(N(CC)CC)C.C(N(CC)CC)C.[Si]([O:35][CH2:36][C@H:37]1[O:41][C@@H:40]([N:42]2[CH:49]=[C:48]([CH3:50])[C:46](=[O:47])[NH:45][C:43]2=[O:44])[C@H:39]([O:51][CH2:52][CH2:53][O:54][N:55]([CH3:57])[CH3:56])[C@@H:38]1[OH:58])(C(C)(C)C)(C1C=CC=CC=1)C1C=CC=CC=1.CO. The catalyst is C1COCC1.C(Cl)Cl. The product is [CH3:56][N:55]([CH3:57])[O:54][CH2:53][CH2:52][O:51][C@@H:39]1[C@H:38]([OH:58])[C@@H:37]([CH2:36][OH:35])[O:41][C@H:40]1[N:42]1[CH:49]=[C:48]([CH3:50])[C:46](=[O:47])[NH:45][C:43]1=[O:44]. The yield is 0.925.